This data is from TCR-epitope binding with 47,182 pairs between 192 epitopes and 23,139 TCRs. The task is: Binary Classification. Given a T-cell receptor sequence (or CDR3 region) and an epitope sequence, predict whether binding occurs between them. (1) The epitope is LVLSVNPYV. The TCR CDR3 sequence is CASSSKDSPLHF. Result: 1 (the TCR binds to the epitope). (2) The epitope is ISDYDYYRY. The TCR CDR3 sequence is CASSPGTGGYTEAFF. Result: 0 (the TCR does not bind to the epitope). (3) The epitope is FLASKIGRLV. The TCR CDR3 sequence is CASSLYAPQYF. Result: 0 (the TCR does not bind to the epitope). (4) Result: 0 (the TCR does not bind to the epitope). The epitope is MPASWVMRI. The TCR CDR3 sequence is CASSLAGGSYEQYF. (5) The epitope is ILGLPTQTV. The TCR CDR3 sequence is CSVLGLLAGSTSSYEQYF. Result: 1 (the TCR binds to the epitope).